Dataset: Full USPTO retrosynthesis dataset with 1.9M reactions from patents (1976-2016). Task: Predict the reactants needed to synthesize the given product. (1) Given the product [CH:1]1([C:4]2[CH:13]=[C:12]3[C:7]([C:8]([CH3:21])=[CH:9][C:10](=[O:20])[N:11]3[CH2:14][CH:15]=[O:16])=[CH:6][CH:5]=2)[CH2:2][CH2:3]1, predict the reactants needed to synthesize it. The reactants are: [CH:1]1([C:4]2[CH:13]=[C:12]3[C:7]([C:8]([CH3:21])=[CH:9][C:10](=[O:20])[N:11]3[CH2:14][CH:15]3OCC[O:16]3)=[CH:6][CH:5]=2)[CH2:3][CH2:2]1.FC(F)(F)C(O)=O.C(OCC)(=O)C.C(=O)([O-])O.[Na+]. (2) Given the product [C:1]([C:5]1[C:6]([O:28][CH3:29])=[C:7]([CH2:19][CH2:20][C:21]2[N:26]=[CH:25][C:24]([NH2:27])=[CH:23][CH:22]=2)[CH:8]=[C:9]([C:11]2[C:12]([O:17][CH3:18])=[N:13][CH:14]=[CH:15][CH:16]=2)[CH:10]=1)([CH3:4])([CH3:2])[CH3:3], predict the reactants needed to synthesize it. The reactants are: [C:1]([C:5]1[C:6]([O:28][CH3:29])=[C:7]([C:19]#[C:20][C:21]2[N:26]=[CH:25][C:24]([NH2:27])=[CH:23][CH:22]=2)[CH:8]=[C:9]([C:11]2[C:12]([O:17][CH3:18])=[N:13][CH:14]=[CH:15][CH:16]=2)[CH:10]=1)([CH3:4])([CH3:3])[CH3:2].[H][H]. (3) The reactants are: C(=O)(O)[O-].[Na+:5].S([O-])([O-])=O.[Na+].[Na+].[Br:12][C:13]1[CH:18]=[CH:17][C:16]([S:19](Cl)(=[O:21])=[O:20])=[CH:15][C:14]=1[CH3:23]. Given the product [Br:12][C:13]1[CH:18]=[CH:17][C:16]([S:19]([O-:21])=[O:20])=[CH:15][C:14]=1[CH3:23].[Na+:5], predict the reactants needed to synthesize it.